From a dataset of NCI-60 drug combinations with 297,098 pairs across 59 cell lines. Regression. Given two drug SMILES strings and cell line genomic features, predict the synergy score measuring deviation from expected non-interaction effect. (1) Drug 1: CS(=O)(=O)OCCCCOS(=O)(=O)C. Drug 2: CC1C(C(CC(O1)OC2CC(CC3=C2C(=C4C(=C3O)C(=O)C5=C(C4=O)C(=CC=C5)OC)O)(C(=O)CO)O)N)O.Cl. Cell line: MOLT-4. Synergy scores: CSS=39.2, Synergy_ZIP=-4.31, Synergy_Bliss=-8.75, Synergy_Loewe=-10.2, Synergy_HSA=-5.75. (2) Drug 1: CC1=C(C=C(C=C1)C(=O)NC2=CC(=CC(=C2)C(F)(F)F)N3C=C(N=C3)C)NC4=NC=CC(=N4)C5=CN=CC=C5. Drug 2: C1C(C(OC1N2C=NC(=NC2=O)N)CO)O. Cell line: UACC-257. Synergy scores: CSS=-2.93, Synergy_ZIP=1.07, Synergy_Bliss=-0.743, Synergy_Loewe=-2.68, Synergy_HSA=-3.39.